From a dataset of Orexin1 receptor HTS with 218,158 compounds and 233 confirmed actives. Binary Classification. Given a drug SMILES string, predict its activity (active/inactive) in a high-throughput screening assay against a specified biological target. (1) The drug is Brc1ccc(cc1)/C=N\OC(=O)Nc1ccc(cc1)C. The result is 0 (inactive). (2) The molecule is Brc1cc2C(NC(=O)C)C(=O)N(c2cc1)C. The result is 0 (inactive). (3) The result is 0 (inactive). The molecule is Fc1ccc(n2nc(c(c2C)/C=C\C(=O)N2CCNC(=O)C2)C)cc1. (4) The compound is OC1(N(C(=O)N(C1(O)c1ccccc1)CC)CC)c1ccccc1. The result is 0 (inactive).